This data is from Forward reaction prediction with 1.9M reactions from USPTO patents (1976-2016). The task is: Predict the product of the given reaction. (1) Given the reactants [Cl-].[NH4+].CN(C(ON1N=N[C:13]2[CH:14]=[CH:15][CH:16]=[N:17][C:12]1=2)=[N+](C)C)C.F[P-](F)(F)(F)(F)F.C(N([CH:33]([CH3:35])C)CC)(C)C.CN(C)C=[O:39], predict the reaction product. The product is: [CH:13]1([C:12]([NH2:17])=[O:39])[CH2:14][CH2:15][CH2:16][CH2:35][CH2:33]1. (2) Given the reactants [Cl:1][C:2]1[CH:7]=[CH:6][C:5]([NH:8][C:9](=[O:26])[C:10]2[CH:15]=[CH:14][C:13]([CH3:16])=[C:12](B3OC(C)(C)C(C)(C)O3)[CH:11]=2)=[CH:4][C:3]=1[C:27]([F:30])([F:29])[F:28].Br[C:32]1[CH:33]=[C:34]2[C:39](=[CH:40][CH:41]=1)[N:38]=[C:37]([NH:42][CH3:43])[N:36]=[CH:35]2.C([O-])([O-])=O.[Na+].[Na+].O1CCOCC1, predict the reaction product. The product is: [Cl:1][C:2]1[CH:7]=[CH:6][C:5]([NH:8][C:9](=[O:26])[C:10]2[CH:11]=[CH:12][C:13]([CH3:16])=[C:14]([C:32]3[CH:33]=[C:34]4[C:39](=[CH:40][CH:41]=3)[N:38]=[C:37]([NH:42][CH3:43])[N:36]=[CH:35]4)[CH:15]=2)=[CH:4][C:3]=1[C:27]([F:28])([F:29])[F:30]. (3) Given the reactants [Cl:1][C:2]1[CH:25]=[CH:24][C:5]([CH2:6][NH:7][C:8]([C:10]2[C:11](=[O:23])[C:12]3[S:19][C:18]([CH2:20]Cl)=[C:17]([CH3:22])[C:13]=3[N:14]([CH3:16])[CH:15]=2)=[O:9])=[CH:4][CH:3]=1.[CH3:26][N:27]([CH2:29][C:30]1[CH:35]=[CH:34][C:33]([CH:36]([OH:40])[CH2:37][NH:38][CH3:39])=[CH:32][CH:31]=1)[CH3:28].C(N(C(C)C)CC)(C)C, predict the reaction product. The product is: [Cl:1][C:2]1[CH:3]=[CH:4][C:5]([CH2:6][NH:7][C:8]([C:10]2[C:11](=[O:23])[C:12]3[S:19][C:18]([CH2:20][N:38]([CH2:37][CH:36]([C:33]4[CH:32]=[CH:31][C:30]([CH2:29][N:27]([CH3:26])[CH3:28])=[CH:35][CH:34]=4)[OH:40])[CH3:39])=[C:17]([CH3:22])[C:13]=3[N:14]([CH3:16])[CH:15]=2)=[O:9])=[CH:24][CH:25]=1. (4) Given the reactants [F:1][C:2]1[CH:3]=[CH:4][C:5]([CH3:14])=[C:6]([S:8]([N:11]([CH3:13])[CH3:12])(=[O:10])=[O:9])[CH:7]=1.[Br:15]N1C(=O)CCC1=O, predict the reaction product. The product is: [Br:15][CH2:14][C:5]1[CH:4]=[CH:3][C:2]([F:1])=[CH:7][C:6]=1[S:8]([N:11]([CH3:13])[CH3:12])(=[O:10])=[O:9]. (5) The product is: [CH3:15][CH:3]1[C:4]2[C:9](=[C:8]([CH3:12])[CH:7]=[CH:6][C:5]=2[CH3:13])[C:10]([CH3:11])=[C:2]1[CH3:1]. Given the reactants [CH3:1][CH:2]1[CH:10]([CH3:11])[C:9]2[C:4](=[C:5]([CH3:13])[CH:6]=[CH:7][C:8]=2[CH3:12])[C:3]1=O.[CH3:15][Li].Cl.O, predict the reaction product. (6) Given the reactants [F:1][C:2]1[C:3](Br)=[C:4](Br)[CH:5]=[CH:6][C:7]=1[F:8].[O:11]1[CH:15]=[CH:14][CH:13]=[CH:12]1.[Li]CCCC, predict the reaction product. The product is: [F:1][C:2]1[CH:3]=[C:4]2[C:5](=[CH:6][C:7]=1[F:8])[CH:15]1[O:11][CH:12]2[CH:13]=[CH:14]1.